This data is from Forward reaction prediction with 1.9M reactions from USPTO patents (1976-2016). The task is: Predict the product of the given reaction. (1) The product is: [CH3:2][O:3][C:4]1[CH:5]=[C:6]([C:12]2[C:13]([CH3:25])([CH3:24])[C:14](=[O:23])[N:15]([CH:17]3[CH2:22][CH2:21][N:20]([S:36]([C:28]4[C:29]([CH3:35])=[C:30]([CH3:34])[CH:31]=[C:32]([CH3:33])[C:27]=4[CH3:26])(=[O:38])=[O:37])[CH2:19][CH2:18]3)[N:16]=2)[CH:7]=[CH:8][C:9]=1[O:10][CH3:11]. Given the reactants Cl.[CH3:2][O:3][C:4]1[CH:5]=[C:6]([C:12]2[C:13]([CH3:25])([CH3:24])[C:14](=[O:23])[N:15]([CH:17]3[CH2:22][CH2:21][NH:20][CH2:19][CH2:18]3)[N:16]=2)[CH:7]=[CH:8][C:9]=1[O:10][CH3:11].[CH3:26][C:27]1[C:32]([CH3:33])=[CH:31][C:30]([CH3:34])=[C:29]([CH3:35])[C:28]=1[S:36](Cl)(=[O:38])=[O:37], predict the reaction product. (2) Given the reactants [Cl:1][C:2]1[C:7]([S:8]([CH3:11])(=[O:10])=[O:9])=[CH:6][CH:5]=[CH:4][N:3]=1.ClC1C=CC=C(C(OO)=O)C=1.[Br:23]C1C=C(SC)C(Cl)=NC=1.C(=O)([O-])O.[Na+], predict the reaction product. The product is: [Br:23][C:5]1[CH:6]=[C:7]([S:8]([CH3:11])(=[O:10])=[O:9])[C:2]([Cl:1])=[N:3][CH:4]=1. (3) Given the reactants C([O:4][CH2:5][C:6]1[C:14]([S:15]([CH3:18])(=[O:17])=[O:16])=[CH:13][C:12]2[N:11]3[CH2:19][CH2:20][N:21]([C:26]4[N:31]=[C:30]([C:32]([F:35])([F:34])[F:33])[C:29]([C:36](=[O:38])[CH3:37])=[CH:28][N:27]=4)[CH:22]([CH:23]([CH3:25])[CH3:24])[C:10]3=[CH:9][C:8]=2[CH:7]=1)(=O)C.[CH3:39][Mg]Cl.[NH4+].[Cl-].O, predict the reaction product. The product is: [OH:4][CH2:5][C:6]1[C:14]([S:15]([CH3:18])(=[O:17])=[O:16])=[CH:13][C:12]2[N:11]3[CH2:19][CH2:20][N:21]([C:26]4[N:31]=[C:30]([C:32]([F:35])([F:34])[F:33])[C:29]([C:36]([OH:38])([CH3:39])[CH3:37])=[CH:28][N:27]=4)[CH:22]([CH:23]([CH3:25])[CH3:24])[C:10]3=[CH:9][C:8]=2[CH:7]=1. (4) Given the reactants COC1C=CC(C[N:8]([CH:39]([CH3:41])[CH3:40])[CH2:9][CH2:10][C@H:11]([NH:14][C:15]([C:17]2[CH:25]=[C:24]3[C:20]([CH:21]=[N:22][N:23]3[CH2:26][CH:27]([CH3:29])[CH3:28])=[CH:19][C:18]=2[O:30][C:31]2[CH:36]=[CH:35][C:34]([F:37])=[CH:33][C:32]=2[F:38])=[O:16])[CH2:12][OH:13])=CC=1, predict the reaction product. The product is: [OH:13][CH2:12][C@@H:11]([NH:14][C:15]([C:17]1[CH:25]=[C:24]2[C:20]([CH:21]=[N:22][N:23]2[CH2:26][CH:27]([CH3:28])[CH3:29])=[CH:19][C:18]=1[O:30][C:31]1[CH:36]=[CH:35][C:34]([F:37])=[CH:33][C:32]=1[F:38])=[O:16])[CH2:10][CH2:9][NH:8][CH:39]([CH3:41])[CH3:40]. (5) The product is: [F:1][C:2]1[CH:3]=[C:4]([CH:5]=[CH2:23])[CH:7]=[CH:8][C:9]=1[O:10][C:11]1[CH:12]=[N:13][C:14]([C:17]([F:20])([F:19])[F:18])=[N:15][CH:16]=1. Given the reactants [F:1][C:2]1[CH:3]=[C:4]([CH:7]=[CH:8][C:9]=1[O:10][C:11]1[CH:12]=[N:13][C:14]([C:17]([F:20])([F:19])[F:18])=[N:15][CH:16]=1)[CH:5]=O.[H-].[Na+].[CH2:23]1COCC1, predict the reaction product. (6) Given the reactants [Cl:1][C:2]1[CH:3]=[C:4]2[C:9](=[CH:10][CH:11]=1)[C:8]([CH3:13])([CH3:12])[C:7](=[O:14])[C:6]([C:15]([NH:17][C@H:18]([C:20]([O:22]C(C)(C)C)=[O:21])[CH3:19])=[O:16])=[C:5]2[OH:27].C(O)(C(F)(F)F)=O, predict the reaction product. The product is: [Cl:1][C:2]1[CH:3]=[C:4]2[C:9](=[CH:10][CH:11]=1)[C:8]([CH3:13])([CH3:12])[C:7](=[O:14])[C:6]([C:15]([NH:17][C@H:18]([C:20]([OH:22])=[O:21])[CH3:19])=[O:16])=[C:5]2[OH:27].